Predict the reactants needed to synthesize the given product. From a dataset of Retrosynthesis with 50K atom-mapped reactions and 10 reaction types from USPTO. (1) Given the product COc1nc2c(N)nc(OCCC(C)C)nc2n1CC1CCOCC1, predict the reactants needed to synthesize it. The reactants are: BrCC1CCOCC1.COc1nc2c(N)nc(OCCC(C)C)nc2[nH]1. (2) Given the product COC1(c2cccc(OCc3ccccc3)c2)CCOC(C)(C)C1, predict the reactants needed to synthesize it. The reactants are: CC1(C)CC(O)(c2cccc(OCc3ccccc3)c2)CCO1.CI. (3) Given the product CC(C)Oc1ccc(S(C)(=O)=O)cc1C(=O)N1CCC(Oc2ccc([N+](=O)[O-])cc2)CC1, predict the reactants needed to synthesize it. The reactants are: CC(C)Oc1ccc(S(C)(=O)=O)cc1C(=O)N1CCC(O)CC1.O=[N+]([O-])c1ccc(O)cc1. (4) The reactants are: CCN1CCN(C(=O)NC(C(=O)NC2C(=O)N3C(C(=O)OCc4ccc5ccccc5c4)C(C)C(=O)[C@H]23)c2ccccc2)C(=O)C1=O. Given the product CCN1CCN(C(=O)NC(C(=O)NC2C(=O)N3C(C(=O)OCc4ccc5ccccc5c4)C(C)C(O)[C@H]23)c2ccccc2)C(=O)C1=O, predict the reactants needed to synthesize it. (5) Given the product C[C@@H]1CNC[C@H]1c1nc2c(cnn2C2CCCC2)c(=O)[nH]1, predict the reactants needed to synthesize it. The reactants are: C[C@@H]1CN(Cc2ccccc2)C[C@H]1c1nc2c(cnn2C2CCCC2)c(=O)[nH]1.